This data is from Forward reaction prediction with 1.9M reactions from USPTO patents (1976-2016). The task is: Predict the product of the given reaction. (1) Given the reactants [Mg].Br[C:3]1[CH:4]=[CH:5][C:6]2[S:10][CH:9]=[CH:8][C:7]=2[CH:11]=1.II.[C:14]([CH:17]1[CH2:19][CH2:18]1)(=[O:16])[CH3:15], predict the reaction product. The product is: [S:10]1[C:6]2[CH:5]=[CH:4][C:3]([C:14]([CH:17]3[CH2:19][CH2:18]3)([OH:16])[CH3:15])=[CH:11][C:7]=2[CH:8]=[CH:9]1. (2) Given the reactants [Cl:1][C:2]1[CH:7]=[CH:6][CH:5]=[CH:4][C:3]=1[C:8]1[C:12]2[C:13]([NH:26][CH2:27][CH:28]([OH:30])[CH3:29])=[N:14][C:15]([O:17][C:18]3[CH:23]=[CH:22][C:21]([F:24])=[CH:20][C:19]=3[F:25])=[CH:16][C:11]=2[NH:10][N:9]=1.C(N(CC)C(C)C)(C)C.NN, predict the reaction product. The product is: [Cl:1][C:2]1[CH:7]=[CH:6][CH:5]=[CH:4][C:3]=1[C:8]1[C:12]2[C:13]([NH:26][CH2:27][C@@H:28]([OH:30])[CH3:29])=[N:14][C:15]([O:17][C:18]3[CH:23]=[CH:22][C:21]([F:24])=[CH:20][C:19]=3[F:25])=[CH:16][C:11]=2[NH:10][N:9]=1. (3) Given the reactants [N+:1]([C:4]1[CH:5]=[CH:6][C:7]2[C:11]3[CH:12]=[CH:13][CH:14]=[CH:15][C:10]=3[O:9][C:8]=2[CH:16]=1)([O-])=O.CC(C)[C@@H](NS(C1C=CC2OC3C=C(C4N=C(C)ON=4)C=CC=3C=2C=1)(=O)=O)C(O)=O, predict the reaction product. The product is: [CH:6]1[C:7]2[C:11]3[CH:12]=[CH:13][CH:14]=[CH:15][C:10]=3[O:9][C:8]=2[CH:16]=[C:4]([NH2:1])[CH:5]=1.